Task: Predict which catalyst facilitates the given reaction.. Dataset: Catalyst prediction with 721,799 reactions and 888 catalyst types from USPTO (1) Reactant: [C:1]([O:5][C:6]([NH:8][C@@H:9]([CH2:21][OH:22])[CH2:10][C:11]([O:13][CH2:14][C:15]1[CH:20]=[CH:19][CH:18]=[CH:17][CH:16]=1)=[O:12])=[O:7])([CH3:4])([CH3:3])[CH3:2].[CH2:23]([O:30][C:31]1[CH:38]=[CH:37][C:34]([C:35]#[N:36])=[CH:33][C:32]=1O)[C:24]1[CH:29]=[CH:28][CH:27]=[CH:26][CH:25]=1.C1(P(C2C=CC=CC=2)C2C=CC=CC=2)C=CC=CC=1.N(C(OCC)=O)=NC(OCC)=O. Product: [C:1]([O:5][C:6]([NH:8][C@@H:9]([CH2:21][O:22][C:38]1[CH:37]=[C:34]([C:35]#[N:36])[CH:33]=[CH:32][C:31]=1[O:30][CH2:23][C:24]1[CH:25]=[CH:26][CH:27]=[CH:28][CH:29]=1)[CH2:10][C:11]([O:13][CH2:14][C:15]1[CH:16]=[CH:17][CH:18]=[CH:19][CH:20]=1)=[O:12])=[O:7])([CH3:3])([CH3:4])[CH3:2]. The catalyst class is: 54. (2) Reactant: [CH3:1][C:2]1[N:7]=[C:6]([C:8]([OH:10])=O)[C:5]([C:11]2[N:16]=[CH:15][CH:14]=[CH:13][N:12]=2)=[CH:4][CH:3]=1.FC1C(O)=C(F)C(F)=C(F)C=1F.C1(N=C=NC2CCCCC2)CCCCC1.[C@@H:44]12[CH2:50][C@@H:49]1[CH2:48][C@@H:47]([CH2:51][NH:52][C:53]1[CH:58]=[CH:57][C:56]([C:59]([F:62])([F:61])[F:60])=[CH:55][N:54]=1)[NH:46][CH2:45]2.C(N(CC)CC)C. Product: [CH3:1][C:2]1[N:7]=[C:6]([C:8]([N:46]2[C@H:47]([CH2:51][NH:52][C:53]3[CH:58]=[CH:57][C:56]([C:59]([F:60])([F:61])[F:62])=[CH:55][N:54]=3)[CH2:48][C@@H:49]3[C@@H:44]([CH2:50]3)[CH2:45]2)=[O:10])[C:5]([C:11]2[N:16]=[CH:15][CH:14]=[CH:13][N:12]=2)=[CH:4][CH:3]=1. The catalyst class is: 2.